Dataset: Forward reaction prediction with 1.9M reactions from USPTO patents (1976-2016). Task: Predict the product of the given reaction. (1) Given the reactants [CH3:1][C:2]1[C:3]([N:16]2[CH:20]=[C:19]([CH3:21])[N:18]=[N:17]2)=[N:4][C:5]2[N:6]([N:8]=[CH:9][C:10]=2[C:11]([O:13]CC)=O)[CH:7]=1.Cl.[NH2:23][C@@H:24]([C:29]1[CH:34]=[CH:33][C:32]([O:35][C:36]([F:39])([F:38])[F:37])=[CH:31][CH:30]=1)[C:25]([CH3:28])([OH:27])[CH3:26].C[Al](C)C.C1(C)C=CC=CC=1.C(=O)([O-])O.[Na+], predict the reaction product. The product is: [OH:27][C:25]([CH3:28])([CH3:26])[C@@H:24]([NH:23][C:11]([C:10]1[CH:9]=[N:8][N:6]2[CH:7]=[C:2]([CH3:1])[C:3]([N:16]3[CH:20]=[C:19]([CH3:21])[N:18]=[N:17]3)=[N:4][C:5]=12)=[O:13])[C:29]1[CH:30]=[CH:31][C:32]([O:35][C:36]([F:37])([F:38])[F:39])=[CH:33][CH:34]=1. (2) Given the reactants [Cl-].[Mg+2].[Cl-].[C:4]1([S:10]([CH2:13]P(=O)(OCC)OCC)(=[O:12])=[O:11])[CH:9]=[CH:8][CH:7]=[CH:6][CH:5]=1.C(N(CC)CC)C.[Cl:29][C:30]1[CH:31]=[C:32]([C:37](=O)[C:38]([F:41])([F:40])[F:39])[CH:33]=[C:34]([Cl:36])[CH:35]=1, predict the reaction product. The product is: [C:4]1([S:10]([CH:13]=[C:37]([C:32]2[CH:33]=[C:34]([Cl:36])[CH:35]=[C:30]([Cl:29])[CH:31]=2)[C:38]([F:41])([F:40])[F:39])(=[O:11])=[O:12])[CH:5]=[CH:6][CH:7]=[CH:8][CH:9]=1. (3) Given the reactants [N:1]1C=CC=CC=1CN.[Cl-].[NH4+].[F:11][C:12]1[CH:41]=[CH:40][C:15]([CH2:16][N:17]2[CH2:21][CH2:20][N:19]([C:22]3[CH:26]=[C:25]([C:27](O)=[O:28])[N:24](CC4C=CC(OC)=CC=4)[N:23]=3)[C:18]2=[O:39])=[CH:14][CH:13]=1, predict the reaction product. The product is: [F:11][C:12]1[CH:41]=[CH:40][C:15]([CH2:16][N:17]2[CH2:21][CH2:20][N:19]([C:22]3[CH:26]=[C:25]([C:27]([NH2:1])=[O:28])[NH:24][N:23]=3)[C:18]2=[O:39])=[CH:14][CH:13]=1. (4) Given the reactants CC1C=CC(S(O)(=O)=O)=CC=1.O.[CH2:13]([C:21]1[CH:30]=[CH:29][C:24]2[N:25]=[C:26](N)[S:27][C:23]=2[CH:22]=1)[CH2:14][CH2:15][CH2:16][CH2:17][CH2:18][CH2:19][CH3:20].N([O-])=O.[Na+].[K+].[Br-:36], predict the reaction product. The product is: [Br:36][C:26]1[S:27][C:23]2[CH:22]=[C:21]([CH2:13][CH2:14][CH2:15][CH2:16][CH2:17][CH2:18][CH2:19][CH3:20])[CH:30]=[CH:29][C:24]=2[N:25]=1. (5) Given the reactants FC(F)(F)S(O[C:7]1[CH:12]=[CH:11][C:10]([N:13]2[CH:18]=[C:17]([O:19][CH3:20])[C:16](=[O:21])[C:15]([C:22]3[N:26]([C:27]4[CH:32]=[CH:31][CH:30]=[CH:29][CH:28]=4)[N:25]=[CH:24][CH:23]=3)=[N:14]2)=[C:9]([F:33])[CH:8]=1)(=O)=O.[F:36][CH:37]([F:52])[N:38]1[CH:42]=[C:41](B2OC(C)(C)C(C)(C)O2)[CH:40]=[N:39]1.C([O-])([O-])=O.[Na+].[Na+].COCCOC, predict the reaction product. The product is: [F:36][CH:37]([F:52])[N:38]1[CH:42]=[C:41]([C:7]2[CH:12]=[CH:11][C:10]([N:13]3[CH:18]=[C:17]([O:19][CH3:20])[C:16](=[O:21])[C:15]([C:22]4[N:26]([C:27]5[CH:28]=[CH:29][CH:30]=[CH:31][CH:32]=5)[N:25]=[CH:24][CH:23]=4)=[N:14]3)=[C:9]([F:33])[CH:8]=2)[CH:40]=[N:39]1. (6) Given the reactants NCC[C:4]1[C:12]2[C:7](=[CH:8][CH:9]=[CH:10][CH:11]=2)[NH:6][CH:5]=1.C1C([OH:19])=CC2C(CCN)=CNC=2C=1.CNCCC1C2C=C(O)C=CC=2NC=1.COC1C=C2C(NC=C2CCNC)=CC=1, predict the reaction product. The product is: [OH:19][N:6]1[C:7]2[C:12](=[CH:11][CH:10]=[CH:9][CH:8]=2)[CH:4]=[CH:5]1. (7) Given the reactants F[C:2]1[CH:9]=[C:8]([F:10])[CH:7]=[C:6]([F:11])[C:3]=1[C:4]#[N:5].[OH:12][C:13]1[CH:14]=[C:15]([NH:19][S:20]([N:23]([CH3:25])[CH3:24])(=[O:22])=[O:21])[CH:16]=[CH:17][CH:18]=1.[H-].[Na+], predict the reaction product. The product is: [C:4]([C:3]1[C:6]([F:11])=[CH:7][C:8]([F:10])=[CH:9][C:2]=1[O:12][C:13]1[CH:14]=[C:15]([NH:19][S:20]([N:23]([CH3:25])[CH3:24])(=[O:21])=[O:22])[CH:16]=[CH:17][CH:18]=1)#[N:5].